Dataset: Forward reaction prediction with 1.9M reactions from USPTO patents (1976-2016). Task: Predict the product of the given reaction. (1) Given the reactants [CH3:1][O:2][C:3]1[N:8]=[C:7]([N:9]2[C:13]3=[N:14][CH:15]=[N:16][C:17](O)=[C:12]3[CH:11]=[N:10]2)[CH:6]=[CH:5][CH:4]=1.P(Cl)(Cl)([Cl:21])=O, predict the reaction product. The product is: [Cl:21][C:17]1[N:16]=[CH:15][N:14]=[C:13]2[N:9]([C:7]3[CH:6]=[CH:5][CH:4]=[C:3]([O:2][CH3:1])[N:8]=3)[N:10]=[CH:11][C:12]=12. (2) The product is: [CH2:10]([O:12][C:13](=[O:21])[CH:14]([O:3][C:2]1[CH:4]=[CH:5][CH:6]=[CH:7][C:1]=1[O:8][CH3:9])[C:15]([O:17][CH2:18][CH3:19])=[O:16])[CH3:11]. Given the reactants [C:1]1([O:8][CH3:9])[C:2](=[CH:4][CH:5]=[CH:6][CH:7]=1)[OH:3].[CH2:10]([O:12][C:13](=[O:21])[CH:14](Cl)[C:15]([O:17][CH2:18][CH3:19])=[O:16])[CH3:11].[Na], predict the reaction product. (3) Given the reactants Cl[C:2]1[C:3]([CH3:22])=[N:4][C:5]2[C:10]([N:11]=1)=[C:9]([C:12]1[NH:20][C:19]3[CH2:18][CH2:17][NH:16][C:15](=[O:21])[C:14]=3[CH:13]=1)[CH:8]=[CH:7][CH:6]=2.C([Sn](CCCC)(CCCC)[C:28]1[CH:33]=[CH:32][CH:31]=[CH:30][N:29]=1)CCC.[F-].[Cs+].CO.C(Cl)Cl, predict the reaction product. The product is: [CH3:22][C:3]1[C:2]([C:28]2[CH:33]=[CH:32][CH:31]=[CH:30][N:29]=2)=[N:11][C:10]2[C:5](=[CH:6][CH:7]=[CH:8][C:9]=2[C:12]2[NH:20][C:19]3[CH2:18][CH2:17][NH:16][C:15](=[O:21])[C:14]=3[CH:13]=2)[N:4]=1. (4) Given the reactants [CH2:1]([N:8]1[CH2:13][CH2:12][C:11]2([CH2:21][C:20]3[C:15](=[CH:16][CH:17]=[C:18]([OH:22])[CH:19]=3)[CH2:14]2)[CH2:10][CH2:9]1)[C:2]1[CH:7]=[CH:6][CH:5]=[CH:4][CH:3]=1.C1(P(C2C=CC=CC=2)C2C=CC=CC=2)C=CC=CC=1.O[CH:43]1[CH2:48][CH2:47][N:46]([C:49]([O:51][C:52]([CH3:55])([CH3:54])[CH3:53])=[O:50])[CH2:45][CH2:44]1.CCOC(/N=N/C(OCC)=O)=O, predict the reaction product. The product is: [CH2:1]([N:8]1[CH2:13][CH2:12][C:11]2([CH2:21][C:20]3[C:15](=[CH:16][CH:17]=[C:18]([O:22][CH:43]4[CH2:48][CH2:47][N:46]([C:49]([O:51][C:52]([CH3:55])([CH3:54])[CH3:53])=[O:50])[CH2:45][CH2:44]4)[CH:19]=3)[CH2:14]2)[CH2:10][CH2:9]1)[C:2]1[CH:3]=[CH:4][CH:5]=[CH:6][CH:7]=1. (5) Given the reactants Cl.C1(C2C(OCC3(C)CNC3)=CC(F)=C(C=2)C(OC)=O)CC1.[CH:23]1([C:26]2[C:27]([O:37][C@@H:38]3[CH2:43][CH2:42][CH2:41][NH:40][CH2:39]3)=[CH:28][C:29]([F:36])=[C:30]([CH:35]=2)[C:31]([O:33]C)=O)[CH2:25][CH2:24]1.Br[C:45]1[CH:50]=[CH:49][CH:48]=[CH:47][N:46]=1.C(=O)([O-])[O-].[Cs+].[Cs+].[CH3:57][C:58]([CH3:61])([O-:60])[CH3:59].[K+], predict the reaction product. The product is: [CH:23]1([C:26]2[C:27]([O:37][C@@H:38]3[CH2:43][CH2:42][CH2:41][N:40]([C:45]4[CH:50]=[CH:49][CH:48]=[CH:47][N:46]=4)[CH2:39]3)=[CH:28][C:29]([F:36])=[C:30]([CH:35]=2)[C:31]([O:60][C:58]([CH3:61])([CH3:59])[CH3:57])=[O:33])[CH2:24][CH2:25]1. (6) Given the reactants [C:1]1([C:7]#[CH:8])[CH:6]=[CH:5][CH:4]=[CH:3][CH:2]=1.[Cl:9][SiH:10]([Cl:12])[Cl:11], predict the reaction product. The product is: [Cl:9][Si:10]([Cl:12])([Cl:11])[CH:7]([C:1]1[CH:6]=[CH:5][CH:4]=[CH:3][CH:2]=1)[CH2:8][Si:10]([Cl:12])([Cl:11])[Cl:9]. (7) Given the reactants FC(F)(F)S(O[C:7]1[C:8]2[S:23](=[O:25])(=[O:24])[CH2:22][CH2:21][CH2:20][C:9]=2[N:10]=[C:11]([C:13]2[CH:18]=[CH:17][CH:16]=[C:15]([Cl:19])[CH:14]=2)[N:12]=1)(=O)=O.[NH2:28][C:29]1[CH:34]=[CH:33][C:32]([CH2:35][CH2:36][OH:37])=[CH:31][CH:30]=1, predict the reaction product. The product is: [Cl:19][C:15]1[CH:14]=[C:13]([C:11]2[N:12]=[C:7]([NH:28][C:29]3[CH:34]=[CH:33][C:32]([CH2:35][CH2:36][OH:37])=[CH:31][CH:30]=3)[C:8]3[S:23](=[O:25])(=[O:24])[CH2:22][CH2:21][CH2:20][C:9]=3[N:10]=2)[CH:18]=[CH:17][CH:16]=1. (8) The product is: [Cl:1][C:2]1[CH:3]=[CH:4][C:5]2[NH:11][C:10]3[CH:12]=[CH:13][CH:14]=[CH:15][C:9]=3[C:8]([CH:2]3[CH2:3][CH2:4][CH2:5][CH2:6][CH2:17]3)=[N:7][C:6]=2[CH:17]=1. Given the reactants [Cl:1][C:2]1[CH:3]=[CH:4][C:5]2[NH:11][C:10]3[CH:12]=[CH:13][CH:14]=[CH:15][C:9]=3[C:8](Cl)=[N:7][C:6]=2[CH:17]=1, predict the reaction product. (9) Given the reactants BrC1C(F)=CC(F)=C(C=1)C(Cl)=O.[F:13][C:14]1[CH:23]=[C:22]2[C:17]([C:18](=[O:36])[C:19]([C:31]([O:33][CH2:34][CH3:35])=[O:32])=[CH:20][N:21]2[C:24]2[CH:29]=[CH:28][C:27]([F:30])=[CH:26][CH:25]=2)=[CH:16][C:15]=1[N:37]([CH3:45])[CH2:38][C:39]1[CH:40]=[N:41][CH:42]=[CH:43][CH:44]=1.[OH-].[Na+].Cl, predict the reaction product. The product is: [F:13][C:14]1[CH:23]=[C:22]2[C:17]([C:18](=[O:36])[C:19]([C:31]([O:33][CH2:34][CH3:35])=[O:32])=[CH:20][N:21]2[C:24]2[CH:25]=[CH:26][C:27]([F:30])=[CH:28][CH:29]=2)=[CH:16][C:15]=1[N:37]([CH3:45])[CH2:38][C:39]1[CH:40]=[N:41][CH:42]=[CH:43][CH:44]=1.[F:13][C:14]1[CH:23]=[C:22]2[C:17]([C:18](=[O:36])[C:19]([C:31]([OH:33])=[O:32])=[CH:20][N:21]2[C:24]2[CH:25]=[CH:26][C:27]([F:30])=[CH:28][CH:29]=2)=[CH:16][C:15]=1[N:37]([CH3:45])[CH2:38][C:39]1[CH:40]=[N:41][CH:42]=[CH:43][CH:44]=1. (10) Given the reactants C(O[C:6]([N:8]1[CH2:12][C:11](=[N:13][O:14][CH2:15][C:16]2[CH:21]=[CH:20][C:19]([O:22][CH3:23])=[CH:18][CH:17]=2)[CH2:10][C@H:9]1[C:24]([OH:26])=O)=[O:7])(C)(C)C.[CH3:27][N:28]([CH3:35])[CH2:29][CH2:30][CH2:31]C(Cl)=O.[CH2:36]([N:38]([CH2:42][CH3:43])[CH2:39][CH2:40][NH2:41])[CH3:37], predict the reaction product. The product is: [CH2:36]([N:38]([CH2:42][CH3:43])[CH2:39][CH2:40][NH:41][C:24]([C@@H:9]1[CH2:10][C:11](=[N:13][O:14][CH2:15][C:16]2[CH:17]=[CH:18][C:19]([O:22][CH3:23])=[CH:20][CH:21]=2)[CH2:12][N:8]1[C:6](=[O:7])[CH2:31][CH2:30][CH2:29][N:28]([CH3:35])[CH3:27])=[O:26])[CH3:37].